Dataset: Full USPTO retrosynthesis dataset with 1.9M reactions from patents (1976-2016). Task: Predict the reactants needed to synthesize the given product. Given the product [O:1]1[CH2:2][CH2:3][CH2:4][CH2:5][CH:6]1[N:10]1[C:11]2[C:16](=[CH:15][CH:14]=[CH:13][CH:12]=2)[CH:8]=[N:9]1, predict the reactants needed to synthesize it. The reactants are: [O:1]1[CH:6]=[CH:5][CH2:4][CH2:3][CH2:2]1.Br[C:8]1[C:16]2[C:11](=[CH:12][CH:13]=[CH:14][CH:15]=2)[NH:10][N:9]=1.